This data is from Reaction yield outcomes from USPTO patents with 853,638 reactions. The task is: Predict the reaction yield, written as a fraction of the theoretical maximum amount of product (1.0 means a 100% yield; for example, 0.34 means a 34% yield). (1) The reactants are [O:1]1[CH2:6][CH2:5][CH2:4][CH2:3][CH:2]1[N:7]1[CH:11]=[CH:10][N:9]=[CH:8]1.[Li]CCCC.[CH3:17][C:18]1([CH3:21])[CH2:20][O:19]1.CO. The catalyst is C1COCC1. The product is [CH3:17][C:18]([OH:19])([CH3:21])[CH2:20][C:8]1[N:7]([CH:2]2[CH2:3][CH2:4][CH2:5][CH2:6][O:1]2)[CH:11]=[CH:10][N:9]=1. The yield is 0.750. (2) The reactants are ClC1N=C(Cl)C(C(C)C)=C(O[C:13]2[CH:18]=[C:17]([CH3:19])[CH:16]=[C:15]([CH3:20])[CH:14]=2)N=1.[C:21]([O-:29])(=[O:28])[C:22]1[CH:27]=[CH:26][CH:25]=[CH:24][CH:23]=1.[Na+].[CH3:31]N(C=O)C. No catalyst specified. The product is [CH3:20][C:15]1[CH:16]=[C:17]([CH:18]=[C:13]([CH3:31])[CH:14]=1)[CH2:19][O:28][C:21](=[O:29])[C:22]1[CH:27]=[CH:26][CH:25]=[CH:24][CH:23]=1. The yield is 0.710. (3) The reactants are [C:1]([O:5][CH2:6][CH3:7])(=[O:4])[CH2:2][OH:3].[OH-].[Na+].Cl[C:11]1[N:21]=[CH:20][CH:19]=[CH:18][C:12]=1[C:13](OCC)=[O:14]. The catalyst is COCCOC. The product is [OH:14][C:13]1[C:12]2[C:11](=[N:21][CH:20]=[CH:19][CH:18]=2)[O:3][C:2]=1[C:1]([O:5][CH2:6][CH3:7])=[O:4]. The yield is 0.410. (4) The reactants are [Br:1][C:2]1[CH:7]=[N:6][C:5]([O:8][CH3:9])=[C:4]2[N:10]([S:13]([C:16]3[CH:22]=[CH:21][C:19]([CH3:20])=[CH:18][CH:17]=3)(=[O:15])=[O:14])[CH:11]=[CH:12][C:3]=12.C([N-]C(C)C)(C)C.[Li+].[C:31](Cl)(=[O:35])[O:32][CH2:33][CH3:34]. The catalyst is O1CCCC1. The product is [Br:1][C:2]1[CH:7]=[N:6][C:5]([O:8][CH3:9])=[C:4]2[N:10]([S:13]([C:16]3[CH:22]=[CH:21][C:19]([CH3:20])=[CH:18][CH:17]=3)(=[O:15])=[O:14])[C:11]([C:31]([O:32][CH2:33][CH3:34])=[O:35])=[CH:12][C:3]=12. The yield is 0.800. (5) The reactants are [F:1][C:2]1[CH:7]=[CH:6][C:5]([C:8]2[NH:9][CH:10]=[C:11]([C:19]3[CH2:20][CH2:21][NH:22][CH2:23][CH:24]=3)[C:12]=2[C:13]2[CH:18]=[CH:17][N:16]=[CH:15][CH:14]=2)=[CH:4][CH:3]=1.[CH3:25][S:26]([C:29]1[CH:34]=[CH:33][C:32]([CH2:35][CH:36]=O)=[CH:31][CH:30]=1)(=[O:28])=[O:27].C(O)(=O)C.[Na]. The catalyst is CO. The product is [F:1][C:2]1[CH:7]=[CH:6][C:5]([C:8]2[NH:9][CH:10]=[C:11]([C:19]3[CH2:20][CH2:21][N:22]([CH2:36][CH2:35][C:32]4[CH:31]=[CH:30][C:29]([S:26]([CH3:25])(=[O:28])=[O:27])=[CH:34][CH:33]=4)[CH2:23][CH:24]=3)[C:12]=2[C:13]2[CH:18]=[CH:17][N:16]=[CH:15][CH:14]=2)=[CH:4][CH:3]=1. The yield is 0.390. (6) The reactants are [Cl:1][C:2]1[CH:3]=[C:4]2[C:9](=[C:10]([Cl:12])[CH:11]=1)[CH:8]=[N:7][C:6]([N:13]=[C:14]=S)=[CH:5]2.C(=O)([O-])[O-].[Cs+].[Cs+].Cl.Cl.[NH2:24][CH2:25][C@@:26]1([OH:34])[CH:31]2[CH2:32][CH2:33][N:28]([CH2:29][CH2:30]2)[CH2:27]1.C(N=C=NC(C)C)(C)C. The catalyst is CN(C=O)C. The product is [Cl:1][C:2]1[CH:3]=[C:4]2[C:9](=[C:10]([Cl:12])[CH:11]=1)[CH:8]=[N:7][C:6]([NH:13][C:14]1[O:34][C@:26]3([CH2:25][N:24]=1)[CH:31]1[CH2:32][CH2:33][N:28]([CH2:29][CH2:30]1)[CH2:27]3)=[CH:5]2. The yield is 0.366.